Dataset: Catalyst prediction with 721,799 reactions and 888 catalyst types from USPTO. Task: Predict which catalyst facilitates the given reaction. (1) Reactant: Br[C:2]1[CH:3]=[CH:4][C:5]([N+:8]([O-:10])=[O:9])=[N:6][CH:7]=1.[CH3:11][N:12]1[CH2:17][CH2:16][NH:15][CH2:14][CH2:13]1.CCN(C(C)C)C(C)C.C(OCC)(=O)C. Product: [CH3:11][N:12]1[CH2:17][CH2:16][N:15]([C:2]2[CH:7]=[N:6][C:5]([N+:8]([O-:10])=[O:9])=[CH:4][CH:3]=2)[CH2:14][CH2:13]1. The catalyst class is: 18. (2) Product: [CH:1]1[C:9]([NH2:10])=[CH:8][CH:7]=[C:5]([OH:6])[C:3](=[O:4])[CH:2]=1. Reactant: [CH:1]1[C:9](=[N:10]O)[CH:8]=[CH:7][C:5](=[O:6])[C:3](=[O:4])[CH:2]=1.[Sn](Cl)Cl. The catalyst class is: 8. (3) Product: [CH3:30][C:29]1([CH2:31][OH:9])[CH2:28][C:22]2[C:23]([CH3:27])=[CH:24][C:25]([CH3:26])=[C:20]([CH3:19])[C:21]=2[O:32]1. Reactant: ClC1C=CC=C(C(OO)=[O:9])C=1.C1(C)C=CC=CC=1.[CH3:19][C:20]1[C:25]([CH3:26])=[CH:24][C:23]([CH3:27])=[C:22]([CH2:28][C:29]([CH3:31])=[CH2:30])[C:21]=1[OH:32].O. The catalyst class is: 13. (4) Reactant: [NH:1]1[C:5]2=[N:6][CH:7]=[CH:8][CH:9]=[C:4]2[CH:3]=[CH:2]1.C=O.Cl.CNC.CI.[Si](C#N)(C)(C)C.CC[CH2:26][CH2:27][N+:28](CCCC)(CCCC)CCCC.[F-]. Product: [NH:1]1[C:5]2=[N:6][CH:7]=[CH:8][CH:9]=[C:4]2[C:3]([CH2:26][C:27]#[N:28])=[CH:2]1. The catalyst class is: 32. (5) Reactant: [Cl:1][C:2]1[CH:6]=[CH:5][S:4][C:3]=1[C:7](=[O:14])[CH2:8][C:9]([O:11][CH2:12][CH3:13])=[O:10].C(N(CC)CC)C.C(NC1C=CC(S([N:35]=[N+:36]=[N-])(=O)=O)=CC=1)(=O)C.[OH-].[Na+].C(=O)([O-])[O-].[Na+].[Na+]. Product: [Cl:1][C:2]1[CH:6]=[CH:5][S:4][C:3]=1[C:7](=[O:14])[C:8](=[N+:35]=[N-:36])[C:9]([O:11][CH2:12][CH3:13])=[O:10]. The catalyst class is: 47. (6) Reactant: CC(C)(S([NH:6][C:7]1([C:11]2[S:15][C:14]([C:16]([NH:18][CH2:19][C:20]3[CH:25]=[CH:24][N:23]4[CH:26]=[CH:27][N:28]=[C:22]4[CH:21]=3)=[O:17])=[CH:13][CH:12]=2)[CH2:10][O:9][CH2:8]1)=O)C.Cl.O1CCOCC1. The catalyst class is: 5. Product: [NH2:6][C:7]1([C:11]2[S:15][C:14]([C:16]([NH:18][CH2:19][C:20]3[CH:25]=[CH:24][N:23]4[CH:26]=[CH:27][N:28]=[C:22]4[CH:21]=3)=[O:17])=[CH:13][CH:12]=2)[CH2:10][O:9][CH2:8]1. (7) Reactant: [H-].C([Al+]CC(C)C)C(C)C.C([O:13][C:14]([C:16]1[CH:17]=[C:18]2[C:22](=[CH:23][CH:24]=1)[N:21]([S:25]([CH2:28][CH2:29][Si:30]([CH3:33])([CH3:32])[CH3:31])(=[O:27])=[O:26])[CH:20]=[CH:19]2)=O)C. Product: [CH3:31][Si:30]([CH3:33])([CH3:32])[CH2:29][CH2:28][S:25]([N:21]1[C:22]2[C:18](=[CH:17][C:16]([CH2:14][OH:13])=[CH:24][CH:23]=2)[CH:19]=[CH:20]1)(=[O:27])=[O:26]. The catalyst class is: 11. (8) Reactant: [CH3:1][C:2]1O[C:4]([CH3:12])=[CH:5][C:6](=[O:11])[C:7]=1[C:8]([OH:10])=[O:9].[NH3:13]. Product: [CH3:1][C:2]1[N:13]=[C:4]([CH3:12])[CH:5]=[C:6]([OH:11])[C:7]=1[C:8]([OH:10])=[O:9]. The catalyst class is: 33. (9) Reactant: COC([C:5]1([CH2:14][C:15]2[CH:20]=[CH:19][C:18]([Cl:21])=[CH:17][CH:16]=2)[CH2:9][CH2:8][C:7]([CH2:11][Cl:12])([CH3:10])[C:6]1=[O:13])=O.O.C1(C)C(S(O)(=O)=O)=CC=CC=1. Product: [Cl:21][C:18]1[CH:17]=[CH:16][C:15]([CH2:14][CH:5]2[C:6](=[O:13])[C:7]([CH2:11][Cl:12])([CH3:10])[CH2:8][CH2:9]2)=[CH:20][CH:19]=1. The catalyst class is: 6. (10) Reactant: [Cl:1][C:2]1[CH:3]=[C:4]2[C:9](=[CH:10][C:11]=1[OH:12])[O:8][CH:7]=[C:6]([C:13]1[CH:22]=[CH:21][C:16]3[O:17][CH2:18][CH2:19][O:20][C:15]=3[CH:14]=1)[C:5]2=O.O.[NH2:25][NH2:26]. Product: [Cl:1][C:2]1[CH:3]=[C:4]([C:5]2[C:6]([C:13]3[CH:22]=[CH:21][C:16]4[O:17][CH2:18][CH2:19][O:20][C:15]=4[CH:14]=3)=[CH:7][NH:26][N:25]=2)[C:9]([OH:8])=[CH:10][C:11]=1[OH:12]. The catalyst class is: 8.